Dataset: Peptide-MHC class I binding affinity with 185,985 pairs from IEDB/IMGT. Task: Regression. Given a peptide amino acid sequence and an MHC pseudo amino acid sequence, predict their binding affinity value. This is MHC class I binding data. The peptide sequence is YHSQGSWYK. The MHC is HLA-B48:01 with pseudo-sequence HLA-B48:01. The binding affinity (normalized) is 0.0847.